From a dataset of Forward reaction prediction with 1.9M reactions from USPTO patents (1976-2016). Predict the product of the given reaction. Given the reactants [OH-].[Na+].[ClH:3].[CH3:4][N:5]([CH3:13])[CH2:6]/[CH:7]=[CH:8]/[C:9]([O:11]C)=[O:10].Cl, predict the reaction product. The product is: [ClH:3].[CH3:4][N:5]([CH3:13])[CH2:6]/[CH:7]=[CH:8]/[C:9]([OH:11])=[O:10].